This data is from Forward reaction prediction with 1.9M reactions from USPTO patents (1976-2016). The task is: Predict the product of the given reaction. (1) Given the reactants F[C:2]1[CH:3]=[C:4]([CH:6]=[C:7](F)[CH:8]=1)[NH2:5].[ClH:10].Cl[C:12](Cl)(Cl)[CH:13]([OH:15])O.S([O-])([O-])(=O)=O.[Na+].[Na+].[ClH:25].[NH2:26][OH:27], predict the reaction product. The product is: [Cl:10][C:2]1[CH:3]=[C:4]([NH:5][C:13](=[O:15])[CH:12]=[N:26][OH:27])[CH:6]=[C:7]([Cl:25])[CH:8]=1. (2) The product is: [CH3:1][O:2][C:3]1[CH:4]=[C:5]([CH3:13])[C:6]([CH2:11][NH2:12])=[N:7][C:8]=1[O:9][CH3:10]. Given the reactants [CH3:1][O:2][C:3]1[CH:4]=[C:5]([CH3:13])[C:6]([C:11]#[N:12])=[N:7][C:8]=1[O:9][CH3:10].Cl, predict the reaction product.